Dataset: Forward reaction prediction with 1.9M reactions from USPTO patents (1976-2016). Task: Predict the product of the given reaction. (1) Given the reactants [F:1][C:2]1[CH:3]=[C:4]([C@@H:9]2[CH2:13][N:12]([CH2:14][CH2:15][O:16][CH3:17])[CH2:11][C@H:10]2[NH2:18])[CH:5]=[CH:6][C:7]=1[F:8].[CH3:19][N:20]1[C:24]([C:25]2[C:29]([CH3:30])=[C:28]([NH:31][C:32](=O)[O:33]C3C=CC=CC=3)[N:27]([C:41]3[CH:46]=[CH:45][CH:44]=[CH:43][CH:42]=3)[N:26]=2)=[CH:23][CH:22]=[N:21]1.CCN(C(C)C)C(C)C, predict the reaction product. The product is: [F:1][C:2]1[CH:3]=[C:4]([C@@H:9]2[CH2:13][N:12]([CH2:14][CH2:15][O:16][CH3:17])[CH2:11][C@H:10]2[NH:18][C:32]([NH:31][C:28]2[N:27]([C:41]3[CH:42]=[CH:43][CH:44]=[CH:45][CH:46]=3)[N:26]=[C:25]([C:24]3[N:20]([CH3:19])[N:21]=[CH:22][CH:23]=3)[C:29]=2[CH3:30])=[O:33])[CH:5]=[CH:6][C:7]=1[F:8]. (2) Given the reactants P([O-])(O)(O)=O.[Na+].[CH2:7]([O:9][C:10]1[CH:11]=[C:12]([CH:15]=[C:16]([I:19])[C:17]=1[OH:18])[CH:13]=[O:14])[CH3:8].CC(=CC)C.Cl([O-])=[O:26].[Na+], predict the reaction product. The product is: [CH2:7]([O:9][C:10]1[CH:11]=[C:12]([CH:15]=[C:16]([I:19])[C:17]=1[OH:18])[C:13]([OH:26])=[O:14])[CH3:8].